This data is from Reaction yield outcomes from USPTO patents with 853,638 reactions. The task is: Predict the reaction yield, written as a fraction of the theoretical maximum amount of product (1.0 means a 100% yield; for example, 0.34 means a 34% yield). (1) The reactants are [C:1]1([S:7](Cl)(=[O:9])=[O:8])[CH:6]=[CH:5][CH:4]=[CH:3][CH:2]=1.[CH3:11][N:12]1[CH2:17][CH2:16][CH:15]([C:18]2[C:26]3[C:21](=[CH:22][CH:23]=[C:24]([NH2:27])[CH:25]=3)[NH:20][N:19]=2)[CH2:14][CH2:13]1. The catalyst is CN(C)C=O. The product is [CH3:11][N:12]1[CH2:13][CH2:14][CH:15]([C:18]2[C:26]3[C:21](=[CH:22][CH:23]=[C:24]([NH:27][S:7]([C:1]4[CH:6]=[CH:5][CH:4]=[CH:3][CH:2]=4)(=[O:9])=[O:8])[CH:25]=3)[NH:20][N:19]=2)[CH2:16][CH2:17]1. The yield is 0.680. (2) The reactants are [F:1][C:2]1[CH:26]=[CH:25][C:5]([CH2:6][N:7]2[C:11]3=[CH:12][N:13]=[C:14]([C:20]([O:22]CC)=[O:21])[C:15]([CH2:16][CH2:17][CH2:18][OH:19])=[C:10]3[CH:9]=[CH:8]2)=[CH:4][CH:3]=1.[OH-].[Na+].Cl. The catalyst is CO.O. The product is [F:1][C:2]1[CH:3]=[CH:4][C:5]([CH2:6][N:7]2[C:11]3=[CH:12][N:13]=[C:14]([C:20]([OH:22])=[O:21])[C:15]([CH2:16][CH2:17][CH2:18][OH:19])=[C:10]3[CH:9]=[CH:8]2)=[CH:25][CH:26]=1. The yield is 0.950. (3) The reactants are CC(OI1(OC(C)=O)(OC(C)=O)OC(=O)C2C=CC=CC1=2)=O.[OH:23][CH2:24][C:25]1[CH:26]=[C:27]([CH2:31][C:32]([NH:34][C:35]2[CH:36]=[N:37][CH:38]=[C:39]([C:41]([C:43]3[C:51]4[CH:50]=[N:49][CH:48]=[N:47][C:46]=4[N:45]([CH:52]([CH3:54])[CH3:53])[CH:44]=3)=[O:42])[CH:40]=2)=[O:33])[CH:28]=[CH:29][CH:30]=1.O. The catalyst is ClCCl. The product is [CH:24]([C:25]1[CH:26]=[C:27]([CH2:31][C:32]([NH:34][C:35]2[CH:36]=[N:37][CH:38]=[C:39]([C:41]([C:43]3[C:51]4[CH:50]=[N:49][CH:48]=[N:47][C:46]=4[N:45]([CH:52]([CH3:54])[CH3:53])[CH:44]=3)=[O:42])[CH:40]=2)=[O:33])[CH:28]=[CH:29][CH:30]=1)=[O:23]. The yield is 0.800. (4) The catalyst is C(#N)C.CCOC(C)=O. The reactants are [CH:1]1([C:4]2[C:12]([NH:13][S:14]([CH3:17])(=[O:16])=[O:15])=[CH:11][C:10]3[C:6](=[C:7]([C:32]([NH:34][CH3:35])=[O:33])[N:8]([C:18]4[CH:23]=[CH:22][C:21]([O:24][C:25]5[CH:30]=[CH:29][C:28]([F:31])=[CH:27][CH:26]=5)=[CH:20][CH:19]=4)[N:9]=3)[CH:5]=2)[CH2:3][CH2:2]1.C(=O)([O-])[O-].[K+].[K+].Br[CH2:43][CH2:44][OH:45]. The product is [CH:1]1([C:4]2[C:12]([N:13]([CH2:43][CH2:44][OH:45])[S:14]([CH3:17])(=[O:16])=[O:15])=[CH:11][C:10]3[C:6](=[C:7]([C:32]([NH:34][CH3:35])=[O:33])[N:8]([C:18]4[CH:19]=[CH:20][C:21]([O:24][C:25]5[CH:26]=[CH:27][C:28]([F:31])=[CH:29][CH:30]=5)=[CH:22][CH:23]=4)[N:9]=3)[CH:5]=2)[CH2:2][CH2:3]1. The yield is 0.340.